Dataset: Full USPTO retrosynthesis dataset with 1.9M reactions from patents (1976-2016). Task: Predict the reactants needed to synthesize the given product. (1) Given the product [CH3:14][CH:13]([O:15][CH2:8][CH2:9][CH2:10][CH2:11][CH:5]1[O:6][CH2:12][CH2:13][O:15]1)[CH2:12][CH2:11][CH2:10][CH:9]([CH3:16])[CH3:8], predict the reactants needed to synthesize it. The reactants are: [H-].[Na+].CN(C)[CH:5]=[O:6].[CH3:8][CH:9]([CH3:16])[CH2:10][CH2:11][CH2:12][CH:13]([OH:15])[CH3:14]. (2) Given the product [NH2:1][CH2:2][C:3]1[CH:4]=[C:5]([C:9]2[C:14]3[O:15][CH2:16][O:17][C:13]=3[CH:12]=[C:11]([CH2:18][O:19][C:20]3[CH:25]=[CH:24][CH:23]=[CH:22][C:21]=3[CH2:26][C:27]([OH:29])=[O:28])[CH:10]=2)[CH:6]=[CH:7][CH:8]=1, predict the reactants needed to synthesize it. The reactants are: [NH2:1][CH2:2][C:3]1[CH:4]=[C:5]([C:9]2[C:14]3[O:15][CH2:16][O:17][C:13]=3[CH:12]=[C:11]([CH2:18][O:19][C:20]3[CH:25]=[CH:24][CH:23]=[CH:22][C:21]=3[CH2:26][C:27]([O:29]C)=[O:28])[CH:10]=2)[CH:6]=[CH:7][CH:8]=1.[Li+].[OH-]. (3) Given the product [ClH:38].[CH3:37][S:34]([N:14]([C:15]1[CH:20]=[CH:19][CH:18]=[CH:17][C:16]=1[CH:21]1[CH2:26][CH2:25][NH:24][CH2:23][CH2:22]1)[CH2:13][CH2:12][N:3]1[C:4](=[O:11])[C:5]2[C:10](=[CH:9][CH:8]=[CH:7][CH:6]=2)[C:2]1=[O:1])(=[O:35])=[O:36], predict the reactants needed to synthesize it. The reactants are: [O:1]=[C:2]1[C:10]2[C:5](=[CH:6][CH:7]=[CH:8][CH:9]=2)[C:4](=[O:11])[N:3]1[CH2:12][CH2:13][N:14]([S:34]([CH3:37])(=[O:36])=[O:35])[C:15]1[CH:20]=[CH:19][CH:18]=[CH:17][C:16]=1[CH:21]1[CH2:26][CH2:25][N:24](C(OC(C)(C)C)=O)[CH2:23][CH2:22]1.[ClH:38]. (4) Given the product [CH2:31]([O:30][CH:29]([O:33][CH2:34][CH3:35])[CH2:28][N:21]1[C:22]2[C:27](=[CH:26][CH:25]=[CH:24][CH:23]=2)[C:19]([NH:18][C:17]([NH:16][C:13]2[CH:12]=[CH:11][C:10]([CH2:9][OH:8])=[CH:15][CH:14]=2)=[O:48])([CH2:37][C:38]([NH:40][C:41]2[CH:46]=[CH:45][C:44]([CH3:47])=[CH:43][CH:42]=2)=[O:39])[C:20]1=[O:36])[CH3:32], predict the reactants needed to synthesize it. The reactants are: [Si]([O:8][CH2:9][C:10]1[CH:15]=[CH:14][C:13]([NH:16][C:17](=[O:48])[NH:18][C:19]2([CH2:37][C:38]([NH:40][C:41]3[CH:46]=[CH:45][C:44]([CH3:47])=[CH:43][CH:42]=3)=[O:39])[C:27]3[C:22](=[CH:23][CH:24]=[CH:25][CH:26]=3)[N:21]([CH2:28][CH:29]([O:33][CH2:34][CH3:35])[O:30][CH2:31][CH3:32])[C:20]2=[O:36])=[CH:12][CH:11]=1)(C(C)(C)C)(C)C.S(=O)(=O)(O)O.O.C(OCC)(=O)C. (5) Given the product [Cl:1][C:2]1[N:7]=[C:6]([NH:8][CH2:9][CH2:10][CH3:11])[C:5]([C:29]#[C:28][CH2:27][CH2:26][CH2:25][NH:24][C:23](=[O:30])[C@@H:22]([N:14]([CH3:13])[C:15](=[O:21])[O:16][C:17]([CH3:18])([CH3:20])[CH3:19])[CH3:31])=[CH:4][N:3]=1, predict the reactants needed to synthesize it. The reactants are: [Cl:1][C:2]1[N:7]=[C:6]([NH:8][CH2:9][CH2:10][CH3:11])[C:5](I)=[CH:4][N:3]=1.[CH3:13][N:14]([C@@H:22]([CH3:31])[C:23](=[O:30])[NH:24][CH2:25][CH2:26][CH2:27][C:28]#[CH:29])[C:15](=[O:21])[O:16][C:17]([CH3:20])([CH3:19])[CH3:18].[Cl-].[NH4+].C(OCC)(=O)C.